From a dataset of Forward reaction prediction with 1.9M reactions from USPTO patents (1976-2016). Predict the product of the given reaction. (1) Given the reactants [C:1]1([S:11]([NH2:14])(=[O:13])=[O:12])[C:2]([S:7]([NH2:10])(=[O:9])=[O:8])=[CH:3][CH:4]=[CH:5][CH:6]=1.[Br:15][C:16]1[CH:24]=[CH:23][C:19]([C:20](O)=[O:21])=[CH:18][CH:17]=1.C(Cl)CCl, predict the reaction product. The product is: [Br:15][C:16]1[CH:24]=[CH:23][C:19]([C:20]([NH:10][S:7]([C:2]2[CH:3]=[CH:4][CH:5]=[CH:6][C:1]=2[S:11](=[O:13])(=[O:12])[NH2:14])(=[O:9])=[O:8])=[O:21])=[CH:18][CH:17]=1. (2) Given the reactants [CH2:1]([O:3][C:4]([C:6]1([C:10]([O:12][CH2:13][CH3:14])=[O:11])[CH2:9][NH:8][CH2:7]1)=[O:5])[CH3:2].CO.[CH2:17]([C:27]1[CH:34]=[CH:33][C:30]([CH:31]=O)=[CH:29][CH:28]=1)[CH2:18][CH2:19][CH2:20][CH2:21][CH2:22][CH2:23][CH2:24][CH2:25][CH3:26].C([BH3-])#N.[Na+], predict the reaction product. The product is: [CH2:1]([O:3][C:4]([C:6]1([C:10]([O:12][CH2:13][CH3:14])=[O:11])[CH2:7][N:8]([CH2:31][C:30]2[CH:33]=[CH:34][C:27]([CH2:17][CH2:18][CH2:19][CH2:20][CH2:21][CH2:22][CH2:23][CH2:24][CH2:25][CH3:26])=[CH:28][CH:29]=2)[CH2:9]1)=[O:5])[CH3:2]. (3) Given the reactants [Cl:1][C:2]1[N:7]=[C:6](Cl)[C:5]([O:9][CH3:10])=[CH:4][N:3]=1.[N:11]1[CH:16]=[CH:15][C:14](B(O)O)=[CH:13][CH:12]=1.[O-]P([O-])([O-])=O.[K+].[K+].[K+].O.O, predict the reaction product. The product is: [Cl:1][C:2]1[N:7]=[C:6]([C:14]2[CH:15]=[CH:16][N:11]=[CH:12][CH:13]=2)[C:5]([O:9][CH3:10])=[CH:4][N:3]=1. (4) Given the reactants [CH2:1]([O:8][C:9]([NH:11][CH2:12][CH2:13][CH2:14][CH2:15][CH2:16][C:17]([OH:19])=[O:18])=[O:10])[C:2]1[CH:7]=[CH:6][CH:5]=[CH:4][CH:3]=1.ClC(Cl)(Cl)C(=N)O[C:24]([CH3:27])([CH3:26])[CH3:25].FC(F)(F)S(O)(=O)=O, predict the reaction product. The product is: [CH2:1]([O:8][C:9]([NH:11][CH2:12][CH2:13][CH2:14][CH2:15][CH2:16][C:17]([O:19][C:24]([CH3:27])([CH3:26])[CH3:25])=[O:18])=[O:10])[C:2]1[CH:3]=[CH:4][CH:5]=[CH:6][CH:7]=1. (5) The product is: [Br:1][CH2:2][C:3]1[CH:11]=[CH:10][C:6]([CH2:7][OH:8])=[C:5]([F:12])[CH:4]=1. Given the reactants [Br:1][CH2:2][C:3]1[CH:11]=[CH:10][C:6]([C:7](O)=[O:8])=[C:5]([F:12])[CH:4]=1, predict the reaction product. (6) Given the reactants F[CH2:2][CH2:3][CH2:4][O:5][C:6]1[CH:14]=[C:13]2[C:9]([CH2:10][C:11]3([CH2:20][CH2:19][C:18](=[O:21])[CH2:17][CH2:16]3)[C:12]2=[O:15])=[CH:8][CH:7]=1.[CH2:22](OC1C=C2C(CCC2=O)=CC=1)C(C)C.C(OC)(=O)C=C, predict the reaction product. The product is: [CH2:4]([O:5][C:6]1[CH:14]=[C:13]2[C:9]([CH2:10][C:11]3([CH2:20][CH2:19][C:18](=[O:21])[CH2:17][CH2:16]3)[C:12]2=[O:15])=[CH:8][CH:7]=1)[CH:3]([CH3:22])[CH3:2]. (7) Given the reactants C(N(CC)CC)C.[F:8][C:9]1[CH:10]=[CH:11][CH:12]=[C:13]2[C:18]=1[N:17]=[C:16]([C:19]([F:22])([F:21])[F:20])[CH:15]=[C:14]2[NH2:23].Cl[C:25](Cl)([O:27][C:28](=[O:34])OC(Cl)(Cl)Cl)Cl.[CH3:36][O:37][C:38]1[CH:39]=[C:40]([C@@:46]23[CH2:54][CH2:53][C@@H:52]([NH2:55])[CH2:51][C@@H:50]2[N:49]([CH3:56])[CH2:48][CH2:47]3)[CH:41]=[CH:42][C:43]=1[O:44][CH3:45], predict the reaction product. The product is: [F:20][C:19]([F:22])([F:21])[C:28]([OH:27])=[O:34].[CH3:36][O:37][C:38]1[CH:39]=[C:40]([C@@:46]23[CH2:54][CH2:53][C@@H:52]([NH:55][C:25]([NH:23][C:14]4[C:13]5[C:18](=[C:9]([F:8])[CH:10]=[CH:11][CH:12]=5)[N:17]=[C:16]([C:19]([F:20])([F:21])[F:22])[CH:15]=4)=[O:27])[CH2:51][C@@H:50]2[N:49]([CH3:56])[CH2:48][CH2:47]3)[CH:41]=[CH:42][C:43]=1[O:44][CH3:45]. (8) Given the reactants [ClH:1].Cl.[NH2:3][CH:4]1[CH2:9][CH2:8][N:7]([CH2:10][CH:11]2[N:22]3[C:23]4[N:14]([C:15](=[O:25])[CH:16]=[N:17][C:18]=4[CH:19]=[CH:20][C:21]3=[O:24])[CH2:13][CH2:12]2)[CH2:6][CH2:5]1.[S:26]1[C:35]2[CH:34]=[C:33]([CH:36]=O)[N:32]=[CH:31][C:30]=2[O:29][CH2:28][CH2:27]1, predict the reaction product. The product is: [ClH:1].[ClH:1].[S:26]1[C:35]2[CH:34]=[C:33]([CH2:36][NH:3][CH:4]3[CH2:9][CH2:8][N:7]([CH2:10][CH:11]4[N:22]5[C:23]6[N:14]([C:15](=[O:25])[CH:16]=[N:17][C:18]=6[CH:19]=[CH:20][C:21]5=[O:24])[CH2:13][CH2:12]4)[CH2:6][CH2:5]3)[N:32]=[CH:31][C:30]=2[O:29][CH2:28][CH2:27]1.